Task: Binary Classification. Given a T-cell receptor sequence (or CDR3 region) and an epitope sequence, predict whether binding occurs between them.. Dataset: TCR-epitope binding with 47,182 pairs between 192 epitopes and 23,139 TCRs (1) The epitope is KTSVDCTMYI. Result: 1 (the TCR binds to the epitope). The TCR CDR3 sequence is CSVDGVLTGELFF. (2) Result: 1 (the TCR binds to the epitope). The TCR CDR3 sequence is CASRRQGSTDTQYF. The epitope is RQLLFVVEV. (3) The epitope is AIMTRCLAV. The TCR CDR3 sequence is CASGPGGGYEQFF. Result: 0 (the TCR does not bind to the epitope). (4) The epitope is LLWNGPMAV. The TCR CDR3 sequence is CASTALLGGGYGYTF. Result: 0 (the TCR does not bind to the epitope). (5) The epitope is PROT_97E67BCC. The TCR CDR3 sequence is CASIVRTSGASYNEQFF. Result: 1 (the TCR binds to the epitope). (6) Result: 0 (the TCR does not bind to the epitope). The epitope is ATVVIGTSK. The TCR CDR3 sequence is CASSSGTSGDTGADTQYF. (7) The epitope is FPRPWLHGL. Result: 0 (the TCR does not bind to the epitope). The TCR CDR3 sequence is CASSLGPGEAFF. (8) The epitope is MLNIPSINV. The TCR CDR3 sequence is CASSQVLAGEGTDTQYF. Result: 1 (the TCR binds to the epitope). (9) The epitope is KLFIRQEEV. The TCR CDR3 sequence is CASSYSRDSTYEQYF. Result: 0 (the TCR does not bind to the epitope).